From a dataset of Full USPTO retrosynthesis dataset with 1.9M reactions from patents (1976-2016). Predict the reactants needed to synthesize the given product. (1) The reactants are: [I:1][C:2]1[C:6]2=[N:7][CH:8]=[CH:9][C:10]([C:11]#[N:12])=[C:5]2[NH:4][CH:3]=1.[C:13](O[C:13]([O:15][C:16]([CH3:19])([CH3:18])[CH3:17])=[O:14])([O:15][C:16]([CH3:19])([CH3:18])[CH3:17])=[O:14]. Given the product [C:11]([C:10]1[CH:9]=[CH:8][N:7]=[C:6]2[C:2]([I:1])=[CH:3][N:4]([C:13]([O:15][C:16]([CH3:19])([CH3:18])[CH3:17])=[O:14])[C:5]=12)#[N:12], predict the reactants needed to synthesize it. (2) Given the product [CH2:21]([O:20][C:5]1[C:6]([C:7](=[O:8])[NH:9][CH2:10][CH2:11][CH2:12][N:13]2[CH2:17][CH2:16][CH2:15][C:14]2=[O:18])=[CH:19][C:2]([NH:1][C:44]([C:42]2[N:43]=[C:39]([CH:36]3[CH2:38][CH2:37]3)[O:40][CH:41]=2)=[O:45])=[C:3]([N:23]2[CH2:24][CH2:25][N:26]([C:29]3[CH:34]=[CH:33][CH:32]=[CH:31][C:30]=3[CH3:35])[CH2:27][CH2:28]2)[CH:4]=1)[CH3:22], predict the reactants needed to synthesize it. The reactants are: [NH2:1][C:2]1[C:3]([N:23]2[CH2:28][CH2:27][N:26]([C:29]3[CH:34]=[CH:33][CH:32]=[CH:31][C:30]=3[CH3:35])[CH2:25][CH2:24]2)=[CH:4][C:5]([O:20][CH2:21][CH3:22])=[C:6]([CH:19]=1)[C:7]([NH:9][CH2:10][CH2:11][CH2:12][N:13]1[CH2:17][CH2:16][CH2:15][C:14]1=[O:18])=[O:8].[CH:36]1([C:39]2[O:40][CH:41]=[C:42]([C:44](O)=[O:45])[N:43]=2)[CH2:38][CH2:37]1.C(N(CC)C(C)C)(C)C.CN(C(ON1N=NC2C=CC=NC1=2)=[N+](C)C)C.F[P-](F)(F)(F)(F)F.